This data is from Full USPTO retrosynthesis dataset with 1.9M reactions from patents (1976-2016). The task is: Predict the reactants needed to synthesize the given product. Given the product [I:1][C:2]1[CH:3]=[CH:4][C:5]([NH:11][CH2:12][CH2:13][O:14][CH3:15])=[C:6]([CH:10]=1)[C:7]([NH:21][C:17]([CH3:18])([C:19]#[CH:20])[CH3:16])=[O:9], predict the reactants needed to synthesize it. The reactants are: [I:1][C:2]1[CH:3]=[CH:4][C:5]([NH:11][CH2:12][CH2:13][O:14][CH3:15])=[C:6]([CH:10]=1)[C:7]([OH:9])=O.[CH3:16][C:17]([NH2:21])([C:19]#[CH:20])[CH3:18].C1C=CC2N(O)N=NC=2C=1.CCN=C=NCCCN(C)C.CCN(C(C)C)C(C)C.